From a dataset of Reaction yield outcomes from USPTO patents with 853,638 reactions. Predict the reaction yield, written as a fraction of the theoretical maximum amount of product (1.0 means a 100% yield; for example, 0.34 means a 34% yield). (1) The reactants are Br[C:2]1[C:3]([C:23]2[CH:28]=[CH:27][C:26]([Cl:29])=[CH:25][CH:24]=2)=[CH:4][C:5]2[N:6]([C:8]([CH2:11][C:12]3[C:13]([CH3:22])=[N:14][C:15]([C:18]([F:21])([F:20])[F:19])=[CH:16][CH:17]=3)=[N:9][N:10]=2)[CH:7]=1.[CH3:30][O:31][C:32]1[CH:37]=[CH:36][CH:35]=[CH:34][C:33]=1B(O)O.C([O-])([O-])=O.[K+].[K+].ClC1C=CC(C2C(C3C=CC(Cl)=CC=3Cl)=CN3C(CC4C=NC(C(F)(F)F)=CC=4)=NN=C3C=2)=CC=1. The catalyst is O1CCOCC1.O.C1C=CC([P]([Pd]([P](C2C=CC=CC=2)(C2C=CC=CC=2)C2C=CC=CC=2)([P](C2C=CC=CC=2)(C2C=CC=CC=2)C2C=CC=CC=2)[P](C2C=CC=CC=2)(C2C=CC=CC=2)C2C=CC=CC=2)(C2C=CC=CC=2)C2C=CC=CC=2)=CC=1. The product is [Cl:29][C:26]1[CH:25]=[CH:24][C:23]([C:3]2[C:2]([C:33]3[CH:34]=[CH:35][CH:36]=[CH:37][C:32]=3[O:31][CH3:30])=[CH:7][N:6]3[C:8]([CH2:11][C:12]4[C:13]([CH3:22])=[N:14][C:15]([C:18]([F:21])([F:19])[F:20])=[CH:16][CH:17]=4)=[N:9][N:10]=[C:5]3[CH:4]=2)=[CH:28][CH:27]=1. The yield is 0.750. (2) The reactants are [Br:1][C:2]1[CH:7]=[CH:6][C:5]([C:8](Cl)=[CH2:9])=[CH:4][CH:3]=1.[OH-].[K+]. No catalyst specified. The product is [Br:1][C:2]1[CH:7]=[CH:6][C:5]([C:8]#[CH:9])=[CH:4][CH:3]=1. The yield is 0.600. (3) The reactants are [CH2:1]([O:8][C:9]1[CH:18]=[C:17]2[C:12]([C:13](Cl)=[CH:14][C:15]([CH3:19])=[N:16]2)=[CH:11][CH:10]=1)[C:2]1[CH:7]=[CH:6][CH:5]=[CH:4][CH:3]=1.[NH:21]1[CH2:25][CH2:24][CH2:23][CH2:22]1. No catalyst specified. The product is [CH2:1]([O:8][C:9]1[CH:18]=[C:17]2[C:12]([C:13]([N:21]3[CH2:25][CH2:24][CH2:23][CH2:22]3)=[CH:14][C:15]([CH3:19])=[N:16]2)=[CH:11][CH:10]=1)[C:2]1[CH:7]=[CH:6][CH:5]=[CH:4][CH:3]=1. The yield is 0.745. (4) The product is [CH3:1][O:2][C:3]1[CH:13]=[CH:12][CH:11]=[C:5]2[C:6]([NH:16][C:9](=[O:8])[C:4]=12)=[O:7]. The reactants are [CH3:1][O:2][C:3]1[CH:13]=[CH:12][CH:11]=[C:5]2[C:6]([O:8][C:9](=O)[C:4]=12)=[O:7].C([NH2:16])=O. The catalyst is O. The yield is 0.370.